From a dataset of Forward reaction prediction with 1.9M reactions from USPTO patents (1976-2016). Predict the product of the given reaction. (1) Given the reactants [CH2:1]([O:8][C:9]1[CH:10]=[CH:11][C:12]2[C:16]([O:17][C:18]3[CH:32]=[CH:31][C:21]([O:22][CH2:23][CH2:24][N:25]4[CH2:30][CH2:29][CH2:28][CH2:27][CH2:26]4)=[CH:20][CH:19]=3)=[C:15](Br)[S:14][C:13]=2[CH:34]=1)[C:2]1[CH:7]=[CH:6][CH:5]=[CH:4][CH:3]=1.[F:35][C:36]1[CH:37]=[C:38](B(O)O)[CH:39]=[CH:40][C:41]=1[S:42]([CH3:45])(=[O:44])=[O:43].C(=O)([O-])[O-].[Na+].[Na+], predict the reaction product. The product is: [CH2:1]([O:8][C:9]1[CH:10]=[CH:11][C:12]2[C:16]([O:17][C:18]3[CH:32]=[CH:31][C:21]([O:22][CH2:23][CH2:24][N:25]4[CH2:30][CH2:29][CH2:28][CH2:27][CH2:26]4)=[CH:20][CH:19]=3)=[C:15]([C:38]3[CH:39]=[CH:40][C:41]([S:42]([CH3:45])(=[O:43])=[O:44])=[C:36]([F:35])[CH:37]=3)[S:14][C:13]=2[CH:34]=1)[C:2]1[CH:7]=[CH:6][CH:5]=[CH:4][CH:3]=1. (2) Given the reactants [F:1][C:2]1[CH:12]=[CH:11][CH:10]=[C:9]([F:13])[C:3]=1[CH2:4][O:5][C:6](=[O:8])[CH3:7].[N+:14]([O-])([OH:16])=[O:15], predict the reaction product. The product is: [F:1][C:2]1[C:12]([N+:14]([O-:16])=[O:15])=[CH:11][CH:10]=[C:9]([F:13])[C:3]=1[CH2:4][O:5][C:6](=[O:8])[CH3:7]. (3) Given the reactants [C:1]([N:8]1[CH2:13][CH2:12][NH:11][CH2:10][CH2:9]1)([O:3][C:4]([CH3:7])([CH3:6])[CH3:5])=[O:2].[Br:14][C:15]1[CH:16]=[CH:17][C:18]([O:25][CH3:26])=[C:19]([S:21](Cl)(=[O:23])=[O:22])[CH:20]=1.CCN(C(C)C)C(C)C, predict the reaction product. The product is: [Br:14][C:15]1[CH:16]=[CH:17][C:18]([O:25][CH3:26])=[C:19]([S:21]([N:11]2[CH2:10][CH2:9][N:8]([C:1]([O:3][C:4]([CH3:7])([CH3:6])[CH3:5])=[O:2])[CH2:13][CH2:12]2)(=[O:22])=[O:23])[CH:20]=1. (4) Given the reactants Cl[C:2]1[CH:7]=[C:6]([C:8]2[N:9]=[C:10]([N:18]3[CH2:23][CH2:22][CH:21]([C:24]([NH2:26])=[O:25])[CH2:20][CH2:19]3)[C:11]3[C:16]([CH:17]=2)=[CH:15][N:14]=[CH:13][CH:12]=3)[CH:5]=[CH:4][N:3]=1.[CH3:27][N:28]1[CH:32]=[CH:31][C:30]([NH2:33])=[N:29]1.C(=O)([O-])[O-].[Cs+].[Cs+], predict the reaction product. The product is: [CH3:27][N:28]1[CH:32]=[CH:31][C:30]([NH:33][C:2]2[CH:7]=[C:6]([C:8]3[N:9]=[C:10]([N:18]4[CH2:23][CH2:22][CH:21]([C:24]([NH2:26])=[O:25])[CH2:20][CH2:19]4)[C:11]4[C:16]([CH:17]=3)=[CH:15][N:14]=[CH:13][CH:12]=4)[CH:5]=[CH:4][N:3]=2)=[N:29]1. (5) Given the reactants [Cl:1][C:2]1[CH:3]=[C:4]([NH:15][C:16]2[C:25]3[C:20](=[CH:21][C:22](F)=[C:23]([O:26][CH3:27])[CH:24]=3)[N:19]=[CH:18][C:17]=2[C:29]#[N:30])[CH:5]=[CH:6][C:7]=1[S:8][C:9]1[N:10]([CH3:14])[CH:11]=[CH:12][N:13]=1.[CH3:31][N:32]1[CH2:37][CH2:36][N:35]([CH:38]2[CH2:43][CH2:42][NH:41][CH2:40][CH2:39]2)[CH2:34][CH2:33]1, predict the reaction product. The product is: [Cl:1][C:2]1[CH:3]=[C:4]([NH:15][C:16]2[C:25]3[C:20](=[CH:21][C:22]([N:41]4[CH2:40][CH2:39][CH:38]([N:35]5[CH2:34][CH2:33][N:32]([CH3:31])[CH2:37][CH2:36]5)[CH2:43][CH2:42]4)=[C:23]([O:26][CH3:27])[CH:24]=3)[N:19]=[CH:18][C:17]=2[C:29]#[N:30])[CH:5]=[CH:6][C:7]=1[S:8][C:9]1[N:10]([CH3:14])[CH:11]=[CH:12][N:13]=1. (6) Given the reactants [C:1]([C:5]1[N:10]=[C:9]([N:11]2[CH2:16][CH2:15][N:14]([CH2:17][CH2:18][CH2:19][CH2:20][NH2:21])[CH2:13][CH2:12]2)[CH:8]=[C:7]([C:22]([F:25])([F:24])[F:23])[N:6]=1)([CH3:4])([CH3:3])[CH3:2].C1N=CN([C:31](N2C=NC=C2)=[O:32])C=1.[CH:38]1([N:44]2[CH2:49][CH2:48][NH:47][CH2:46][CH2:45]2)[CH2:43][CH2:42][CH2:41][CH2:40][CH2:39]1, predict the reaction product. The product is: [C:1]([C:5]1[N:10]=[C:9]([N:11]2[CH2:16][CH2:15][N:14]([CH2:17][CH2:18][CH2:19][CH2:20][NH:21][C:31]([N:47]3[CH2:48][CH2:49][N:44]([CH:38]4[CH2:43][CH2:42][CH2:41][CH2:40][CH2:39]4)[CH2:45][CH2:46]3)=[O:32])[CH2:13][CH2:12]2)[CH:8]=[C:7]([C:22]([F:24])([F:25])[F:23])[N:6]=1)([CH3:4])([CH3:2])[CH3:3]. (7) The product is: [Cl:12][C:13]1[CH:18]=[CH:17][C:16]([O:19][C:6]2[CH:5]=[CH:4][C:3]([C:9](=[O:11])[CH3:10])=[C:2]([CH3:20])[CH:7]=2)=[CH:15][CH:14]=1. Given the reactants Br[C:2]1[CH:7]=[C:6](F)[CH:5]=[CH:4][C:3]=1[C:9](=[O:11])[CH3:10].[Cl:12][C:13]1[CH:18]=[CH:17][C:16]([OH:19])=[CH:15][CH:14]=1.[C:20]([O-])([O-])=O.[Cs+].[Cs+].O, predict the reaction product. (8) Given the reactants [C:1]([O:9][CH:10](Cl)[CH3:11])(=[O:8])[C:2]1[CH:7]=[CH:6][CH:5]=[CH:4][CH:3]=1.[I-:13].[Na+], predict the reaction product. The product is: [C:1]([O:9][CH:10]([I:13])[CH3:11])(=[O:8])[C:2]1[CH:7]=[CH:6][CH:5]=[CH:4][CH:3]=1. (9) Given the reactants [CH2:1]([O:3][C:4](=[O:18])[CH2:5][CH2:6][C:7]([C:10]1[CH:15]=[CH:14][CH:13]=[C:12]([O:16][CH3:17])[CH:11]=1)([CH3:9])[CH3:8])[CH3:2].[O:19]1CCCC1, predict the reaction product. The product is: [CH2:1]([O:3][C:4](=[O:18])[CH:5]([OH:19])[CH2:6][C:7]([C:10]1[CH:15]=[CH:14][CH:13]=[C:12]([O:16][CH3:17])[CH:11]=1)([CH3:8])[CH3:9])[CH3:2].